This data is from M1 muscarinic receptor agonist screen with 61,833 compounds. The task is: Binary Classification. Given a drug SMILES string, predict its activity (active/inactive) in a high-throughput screening assay against a specified biological target. (1) The compound is Clc1cc(c(N\C=C2\C(=O)N(C(=O)N(C2=O)C)C)cc1)C. The result is 0 (inactive). (2) The compound is O1C(C(CC1=O)C(=O)NC(C)C)c1ccc(OC)cc1. The result is 0 (inactive). (3) The drug is S(c1n2C(Cc3c(c2nn1)cccc3)(C)C)CC(=O)N1CCN(CC1)c1c(OC)cccc1. The result is 0 (inactive). (4) The result is 1 (active). The compound is Oc1c(NC(=O)c2cc(NC(=O)c3occc3)ccc2)cc(cc1)C. (5) The drug is O=C(Nc1nn(nn1)C)c1ccc(C(C)(C)C)cc1. The result is 0 (inactive). (6) The result is 0 (inactive). The compound is s1c(Cn2nnnc2C(N2CCN(CC2)C(=O)c2occc2)c2ccc(cc2)C)ccc1. (7) The result is 0 (inactive). The drug is S(CC(=O)N1CCN(CC1)c1c(OC)cccc1)c1nc2nc(cc(c2cc1)C)C. (8) The compound is O=S1Cc2c(n(nc2C1)C(C)(C)C)NC(=O)COc1cc2c(cc1)cccc2. The result is 0 (inactive). (9) The compound is S(c1nc2CCN(Cc2cc1C#N)CC)CC(=O)Nc1ccc(OC)cc1. The result is 0 (inactive).